This data is from Experimentally validated miRNA-target interactions with 360,000+ pairs, plus equal number of negative samples. The task is: Binary Classification. Given a miRNA mature sequence and a target amino acid sequence, predict their likelihood of interaction. (1) The miRNA is mmu-miR-700-3p with sequence CACGCGGGAACCGAGUCCACC. The protein sequence of the target gene is MSEVRLPPLRALDDFVLGSARLAAPDPCDPQRWCHRVINNLLYYQTNYLLCFGIGLALAGYVRPLHTLLSALVVAVALGVLVWAAETRAAVRRCRRSHPAACLAAVLAVGLLVLWVAGGACTFLFSIAGPVLLILVHASLRLRNLKNKIENKIESIGLKRTPMGLLLEALGQEQEAGS. Result: 0 (no interaction). (2) The miRNA is hsa-miR-6809-5p with sequence UGGCAAGGAAAGAAGAGGAUCA. The protein sequence of the target gene is MSRKIQGGSVVEMQGDEMTRIIWELIKEKLILPYVELDLHSYDLGIENRDATNDQVTKDAAEAIKKYNVGVKCATITPDEKRVEEFKLKQMWKSPNGTIRNILGGTVFREAIICKNIPRLVTGWVKPIIIGRHAYGDQYRATDFVVPGPGKVEITYTPKDGTQKVTYMVHDFEEGGGVAMGMYNQDKSIEDFAHSSFQMALSKGWPLYLSTKNTILKKYDGRFKDIFQEIYDKKYKSQFEAQKICYEHRLIDDMVAQAMKSEGGFIWACKNYDGDVQSDSVAQGYGSLGMMTSVLICPDG.... Result: 0 (no interaction). (3) The miRNA is hsa-miR-150-5p with sequence UCUCCCAACCCUUGUACCAGUG. The protein sequence of the target gene is MDPGVGNALGEGPPAPRPRRRRSLRRLLNRFLLALGSRSRSGDSPPRPPAQPSPYDGDGEGGFACAPGPAPASAGSPGPDRPPGSQPQISSGDGARPPGAQGLKNHGNTCFMNAVVQCLSNTDLLAEFLALGRYRAAPGRAEVTEQLAALVRALWTREYTPQLSAEFKNAVSKYGSQFQGNSQHDALEFLLWLLDRVHEDLEGSAHGLVSEQLPPEVSKISEDLRPSAAPTSLGPSFVQSHFQAQYRSSLTCPHCLKQSNTFDPFLCVSLPIPLRQTRFLSVTLVFPSKSQRFLRVGLAV.... Result: 0 (no interaction). (4) The miRNA is hsa-miR-4267 with sequence UCCAGCUCGGUGGCAC. The protein sequence of the target gene is MALFVRLLALALALALGPAATLAGPAKSPYQLVLQHSRLRGRQHGPNVCAVQKVIGTNRKYFTNCKQWYQRKICGKSTVISYECCPGYEKVPGEKGCPAALPLSNLYETLGVVGSTTTQLYTDRTEKLRPEMEGPGSFTIFAPSNEAWASLPAEVLDSLVSNVNIELLNALRYHMVGRRVLTDELKHGMTLTSMYQNSNIQIHHYPNGIVTVNCARLLKADHHATNGVVHLIDKVISTITNNIQQIIEIEDTFETLRAAVAASGLNTMLEGNGQYTLLAPTNEAFEKIPSETLNRILGDP.... Result: 1 (interaction). (5) The miRNA is hsa-miR-1252-3p with sequence CAAAUGAGCUUAAUUUCCUUUU. The protein sequence of the target gene is MLRETWLCVILVAFVSHPVWLQKPHKRKTQLKAAGCCEEMRELKAQVANLSSLLGELSRKQESDWVSVVMQVMELESSSKHMESRLSTAESKYSEMNNQIDIMQLQAAQTVTQTSADAIYDCSSLYQKNYRISGVYKLPPDEFLGSPELEVFCDMETSGGGWTIIQRRKSGLVSFYQDWRQYKQGFGSIRGDFWLGNEHIHRLTRQPSRLRVELEDWEGNARYAEYSYFALGNELNSYRLFLGNYSGNVGKDALLYHNNTVFSTKDKDNDNCLDKCAQLRKGGYWYNCCTDSNLNGVYYR.... Result: 0 (no interaction). (6) The protein sequence of the target gene is MAARWRFWCVSVTMVVALLIVCDVPSASAQRKKEMVLSEKVSQLMEWTNKRPVIRMNGDKFRRLVKAPPRNYSVIVMFTALQLHRQCVVCKQADEEFQILANSWRYSSAFTNRIFFAMVDFDEGSDVFQMLNMNSAPTFINFPAKGKPKRGDTYELQVRGFSAEQIARWIADRTDVNIRVIRPPNYAGPLMLGLLLAVIGGLVYLRRSNMEFLFNKTGWAFAALCFVLAMTSGQMWNHIRGPPYAHKNPHTGHVNYIHGSSQAQFVAETHIVLLFNGGVTLGMVLLCEAATSDMDIGKRK.... The miRNA is hsa-miR-4764-3p with sequence UUAACUCCUUUCACACCCAUGG. Result: 0 (no interaction).